From a dataset of Full USPTO retrosynthesis dataset with 1.9M reactions from patents (1976-2016). Predict the reactants needed to synthesize the given product. Given the product [CH3:1][C:2]1[CH:3]=[CH:4][C:5]([C:8]2[CH:9]=[N:10][N:11]3[C:21]([C:18]4[CH:19]=[CH:20][C:15]([F:14])=[CH:16][CH:17]=4)=[CH:22][C:23](=[O:24])[NH:13][C:12]=23)=[CH:6][CH:7]=1, predict the reactants needed to synthesize it. The reactants are: [CH3:1][C:2]1[CH:7]=[CH:6][C:5]([C:8]2[CH:9]=[N:10][NH:11][C:12]=2[NH2:13])=[CH:4][CH:3]=1.[F:14][C:15]1[CH:20]=[CH:19][C:18]([C:21](=O)[CH2:22][C:23](OCC)=[O:24])=[CH:17][CH:16]=1.